From a dataset of Full USPTO retrosynthesis dataset with 1.9M reactions from patents (1976-2016). Predict the reactants needed to synthesize the given product. (1) Given the product [CH2:8]([O:10][C:11](=[O:13])[CH:12]=[CH:4][CH2:5][CH2:6][CH2:7][CH2:2][OH:1])[CH3:9], predict the reactants needed to synthesize it. The reactants are: [OH:1][CH:2]1[CH2:7][CH2:6][CH2:5][CH2:4]O1.[CH2:8]([O:10][C:11](=[O:13])[CH3:12])[CH3:9]. (2) Given the product [Br:28][C:25]1[CH:26]=[CH:27][C:22]([CH2:21][O:20][C:18]2[CH:17]=[CH:16][C:15]([S:29][C:30]3[CH:35]=[CH:34][C:33]([NH:36][C:37](=[O:39])[CH3:38])=[CH:32][CH:31]=3)=[C:14]([NH:13][C:2]3[C:3]4[C:8](=[N:7][C:6]([CH3:12])=[CH:5][CH:4]=4)[N:9]=[CH:10][CH:11]=3)[CH:19]=2)=[CH:23][CH:24]=1, predict the reactants needed to synthesize it. The reactants are: Cl[C:2]1[CH:11]=[CH:10][N:9]=[C:8]2[C:3]=1[CH:4]=[CH:5][C:6]([CH3:12])=[N:7]2.[NH2:13][C:14]1[CH:19]=[C:18]([O:20][CH2:21][C:22]2[CH:27]=[CH:26][C:25]([Br:28])=[CH:24][CH:23]=2)[CH:17]=[CH:16][C:15]=1[S:29][C:30]1[CH:35]=[CH:34][C:33]([NH:36][C:37](=[O:39])[CH3:38])=[CH:32][CH:31]=1.